This data is from Catalyst prediction with 721,799 reactions and 888 catalyst types from USPTO. The task is: Predict which catalyst facilitates the given reaction. (1) Reactant: [CH3:1][NH2:2].[CH2:3]([N:10]1[C:18]2[C:13](=[CH:14][CH:15]=[CH:16][CH:17]=2)[C:12]([C:19]2[O:20][C:21]([C:24](Cl)=[O:25])=[CH:22][CH:23]=2)=[N:11]1)[C:4]1[CH:9]=[CH:8][CH:7]=[CH:6][CH:5]=1. Product: [CH2:3]([N:10]1[C:18]2[C:13](=[CH:14][CH:15]=[CH:16][CH:17]=2)[C:12]([C:19]2[O:20][C:21]([C:24](=[O:25])[NH:2][CH3:1])=[CH:22][CH:23]=2)=[N:11]1)[C:4]1[CH:9]=[CH:8][CH:7]=[CH:6][CH:5]=1. The catalyst class is: 1. (2) Reactant: [NH:1]1[C:9]2[C:4](=[CH:5][CH:6]=[CH:7][CH:8]=2)[C:3]([C:10]#[N:11])=[N:2]1. Product: [NH:1]1[C:9]2[C:4](=[CH:5][CH:6]=[CH:7][CH:8]=2)[C:3]([CH2:10][NH2:11])=[N:2]1. The catalyst class is: 5. (3) Reactant: [CH3:1][O:2][C:3]1[CH:8]=[C:7]([CH2:9][CH2:10][CH2:11][CH2:12][CH2:13][CH2:14][CH2:15][CH2:16][CH2:17][CH2:18][O:19][CH2:20][O:21][CH3:22])[N:6]=[C:5]([N:23]([CH3:25])[CH3:24])[CH:4]=1.[Br:26]N1C(=O)CCC1=O. Product: [Br:26][C:8]1[C:3]([O:2][CH3:1])=[CH:4][C:5]([N:23]([CH3:25])[CH3:24])=[N:6][C:7]=1[CH2:9][CH2:10][CH2:11][CH2:12][CH2:13][CH2:14][CH2:15][CH2:16][CH2:17][CH2:18][O:19][CH2:20][O:21][CH3:22]. The catalyst class is: 10.